From a dataset of Forward reaction prediction with 1.9M reactions from USPTO patents (1976-2016). Predict the product of the given reaction. (1) Given the reactants Cl.C([O:9][C@H:10]1[CH2:15][CH2:14][CH2:13][CH2:12][C@@H:11]1[NH:16][C:17]1[CH:37]=[C:36]([C:38]([F:41])([F:40])[F:39])[CH:35]=[CH:34][C:18]=1[C:19]([NH:21][C:22]1[CH:31]=[C:30]2[C:25]([CH2:26][CH2:27][C:28](=[O:33])[N:29]2[CH3:32])=[CH:24][CH:23]=1)=[O:20])C1C=CC=CC=1.C(=O)(O)[O-].[Na+], predict the reaction product. The product is: [OH:9][C@H:10]1[CH2:15][CH2:14][CH2:13][CH2:12][C@@H:11]1[NH:16][C:17]1[CH:37]=[C:36]([C:38]([F:41])([F:39])[F:40])[CH:35]=[CH:34][C:18]=1[C:19]([NH:21][C:22]1[CH:31]=[C:30]2[C:25]([CH2:26][CH2:27][C:28](=[O:33])[N:29]2[CH3:32])=[CH:24][CH:23]=1)=[O:20]. (2) Given the reactants Cl.[Cl:2][CH2:3][CH2:4][NH2:5].[CH3:6][CH2:7][CH2:8][CH2:9][CH2:10][CH3:11].[C:12]([O:15]CC)(=[O:14])C, predict the reaction product. The product is: [Cl:2][CH2:3][CH2:4][NH:5][C:12](=[O:14])[O:15][C:8]1[CH:7]=[CH:6][CH:11]=[CH:10][CH:9]=1. (3) Given the reactants Br[C:2]1[CH:7]=[CH:6][CH:5]=[C:4]([Br:8])[N:3]=1.C([Li])CCC.[O:14]=[C:15]1[CH2:20][CH2:19][N:18]([C:21]([O:23][C:24]([CH3:27])([CH3:26])[CH3:25])=[O:22])[CH2:17][CH2:16]1.[Cl-].[NH4+], predict the reaction product. The product is: [Br:8][C:4]1[N:3]=[C:2]([C:15]2([OH:14])[CH2:16][CH2:17][N:18]([C:21]([O:23][C:24]([CH3:26])([CH3:25])[CH3:27])=[O:22])[CH2:19][CH2:20]2)[CH:7]=[CH:6][CH:5]=1. (4) Given the reactants Br[CH2:2][CH:3]1[CH2:8][CH2:7][N:6]([C:9]([O:11][CH2:12][C:13]2[CH:18]=[CH:17][CH:16]=[CH:15][CH:14]=2)=[O:10])[CH2:5][CH2:4]1.[H-].[Na+].[CH3:21][C:22](=[O:27])[CH2:23][C:24](=[O:26])[CH3:25], predict the reaction product. The product is: [C:24]([CH:23]([C:22](=[O:27])[CH3:21])[CH2:2][CH:3]1[CH2:8][CH2:7][N:6]([C:9]([O:11][CH2:12][C:13]2[CH:18]=[CH:17][CH:16]=[CH:15][CH:14]=2)=[O:10])[CH2:5][CH2:4]1)(=[O:26])[CH3:25].